From a dataset of Full USPTO retrosynthesis dataset with 1.9M reactions from patents (1976-2016). Predict the reactants needed to synthesize the given product. (1) Given the product [C:13]([O-:36])(=[O:12])[CH3:14].[NH4+:4].[CH3:2][C:3]1[N:4]([CH2:10][CH2:11][O:12][CH2:13][C:14]([F:17])([F:16])[F:15])[C:5](=[N:9][C:35]([C:25]23[CH2:34][CH:29]4[CH2:28][CH:27]([CH2:33][CH:31]([CH2:30]4)[CH2:32]2)[CH2:26]3)=[O:36])[S:6][C:7]=1[CH3:8], predict the reactants needed to synthesize it. The reactants are: Br.[CH3:2][C:3]1[N:4]([CH2:10][CH2:11][O:12][CH2:13][C:14]([F:17])([F:16])[F:15])[C:5](=[NH:9])[S:6][C:7]=1[CH3:8].C(N(CC)CC)C.[C:25]12([C:35](Cl)=[O:36])[CH2:34][CH:29]3[CH2:30][CH:31]([CH2:33][CH:27]([CH2:28]3)[CH2:26]1)[CH2:32]2. (2) Given the product [ClH:23].[CH3:1][O:2][C:3]([C:5]1[CH:6]=[CH:7][C:8]([CH:11]([C:13]2[CH:18]=[CH:17][N:16]=[CH:15][C:14]=2[OH:19])[OH:12])=[CH:9][CH:10]=1)=[O:4], predict the reactants needed to synthesize it. The reactants are: [CH3:1][O:2][C:3]([C:5]1[CH:10]=[CH:9][C:8]([CH:11]([C:13]2[CH:18]=[CH:17][N:16]=[CH:15][C:14]=2[O:19]COC)[OH:12])=[CH:7][CH:6]=1)=[O:4].[ClH:23]. (3) Given the product [CH2:12]([C:14]1[CH:19]=[CH:18][C:17]([C:20]2[C:4]([C:5]([O:7][CH2:8][CH3:9])=[O:6])=[C:3]([C:2]([F:10])([F:11])[F:1])[S:22][N:21]=2)=[CH:16][CH:15]=1)[CH3:13], predict the reactants needed to synthesize it. The reactants are: [F:1][C:2]([F:11])([F:10])[C:3]#[C:4][C:5]([O:7][CH2:8][CH3:9])=[O:6].[CH2:12]([C:14]1[CH:19]=[CH:18][C:17]([C:20]2OC(=O)[S:22][N:21]=2)=[CH:16][CH:15]=1)[CH3:13].ClC1C=CC=C(Cl)C=1.